The task is: Predict the product of the given reaction.. This data is from Forward reaction prediction with 1.9M reactions from USPTO patents (1976-2016). (1) Given the reactants [CH3:1][C:2]1([CH3:39])[O:7][C:6]2[CH:8]=[CH:9][C:10]([C@H:12]3[O:16][C:15](=[O:17])[N:14]([CH2:18][CH2:19][CH2:20][CH2:21][CH2:22][CH2:23][O:24][CH2:25][CH2:26][CH2:27][CH2:28][C:29]4[CH:30]=[C:31]([NH:35][C:36]([NH2:38])=[O:37])[CH:32]=[CH:33][CH:34]=4)[CH2:13]3)=[CH:11][C:5]=2[CH2:4][O:3]1.[C:40](OCC)(=[O:46])[C:41](OCC)=[O:42].[Na], predict the reaction product. The product is: [CH3:1][C:2]1([CH3:39])[O:7][C:6]2[CH:8]=[CH:9][C:10]([C@H:12]3[O:16][C:15](=[O:17])[N:14]([CH2:18][CH2:19][CH2:20][CH2:21][CH2:22][CH2:23][O:24][CH2:25][CH2:26][CH2:27][CH2:28][C:29]4[CH:30]=[C:31]([N:35]5[C:41](=[O:42])[C:40](=[O:46])[NH:38][C:36]5=[O:37])[CH:32]=[CH:33][CH:34]=4)[CH2:13]3)=[CH:11][C:5]=2[CH2:4][O:3]1. (2) Given the reactants [NH2:1][C:2]1[CH:7]=[C:6]([Cl:8])[CH:5]=[CH:4][C:3]=1[OH:9].C(=O)([O-])[O-].[K+].[K+].Cl.Cl[CH2:18][CH2:19][N:20]([CH3:22])[CH3:21], predict the reaction product. The product is: [Cl:8][C:6]1[CH:5]=[CH:4][C:3]([O:9][CH2:18][CH2:19][N:20]([CH3:22])[CH3:21])=[C:2]([NH2:1])[CH:7]=1. (3) Given the reactants [CH3:1][O:2][C:3]1[C:12]2[N:11]=[C:10]([NH2:13])[N:9]3[CH2:14][CH2:15][N:16]=[C:8]3[C:7]=2[CH:6]=[CH:5][C:4]=1[O:17][CH2:18][C@H:19]1[CH2:21][O:20]1.[CH3:22][C@H:23]1[O:28][C@@H:27]([CH3:29])[CH2:26][NH:25][CH2:24]1, predict the reaction product. The product is: [CH3:29][C@H:27]1[O:28][C@@H:23]([CH3:22])[CH2:24][N:25]([CH2:21][C@@H:19]([OH:20])[CH2:18][O:17][C:4]2[CH:5]=[CH:6][C:7]3[C:8]4[N:9]([CH2:14][CH2:15][N:16]=4)[C:10]([NH2:13])=[N:11][C:12]=3[C:3]=2[O:2][CH3:1])[CH2:26]1. (4) The product is: [CH2:13]([N:20]1[C:25](=[O:26])[C:24]([CH2:27][C:28]2[CH:33]=[CH:32][C:31]([C:34]3[CH:39]=[CH:38][CH:37]=[CH:36][C:35]=3[C:40]3[NH:3][C:4](=[O:7])[O:5][N:41]=3)=[CH:30][CH:29]=2)=[C:23]([CH2:42][CH2:43][CH2:44][CH3:45])[N:22]=[C:21]1[CH2:46][OH:47])[C:14]1[CH:19]=[CH:18][CH:17]=[CH:16][CH:15]=1. Given the reactants [Cl-].O[NH3+:3].[C:4](=[O:7])([O-])[OH:5].[Na+].CS(C)=O.[CH2:13]([N:20]1[C:25](=[O:26])[C:24]([CH2:27][C:28]2[CH:33]=[CH:32][C:31]([C:34]3[C:35]([C:40]#[N:41])=[CH:36][CH:37]=[CH:38][CH:39]=3)=[CH:30][CH:29]=2)=[C:23]([CH2:42][CH2:43][CH2:44][CH3:45])[N:22]=[C:21]1[CH2:46][OH:47])[C:14]1[CH:19]=[CH:18][CH:17]=[CH:16][CH:15]=1, predict the reaction product. (5) Given the reactants [NH2:1]C1C=NC2C(C=1NCC(C)(O)C)=CC=C(OCC1C=CC=CC=1)C=2.C(OCC)(OCC)OCC.C(OC)(OC)(OC)CCC.[CH2:46]([O:53][C:54]1[CH:55]=[CH:56][C:57]2[C:58]3[N:66]([CH2:67][C:68]([CH3:71])([OH:70])[CH3:69])[CH:65]=[N:64][C:59]=3[CH:60]=[N:61][C:62]=2[CH:63]=1)[C:47]1[CH:52]=[CH:51][CH:50]=[CH:49][CH:48]=1, predict the reaction product. The product is: [NH2:1][C:60]1[C:59]2[N:64]=[CH:65][N:66]([CH2:67][C:68]([CH3:71])([OH:70])[CH3:69])[C:58]=2[C:57]2[CH:56]=[CH:55][C:54]([O:53][CH2:46][C:47]3[CH:52]=[CH:51][CH:50]=[CH:49][CH:48]=3)=[CH:63][C:62]=2[N:61]=1. (6) The product is: [CH3:36][N:37]([CH3:38])[C:7]1[CH:6]=[CH:5][C:4]([C:9]2[O:13][N:12]=[C:11]([C:14]([N:16]3[CH2:21][C@H:20]([CH2:22][CH:23]([CH3:25])[CH3:24])[NH:19][C:18](=[O:26])[C@@H:17]3[CH2:27][CH:28]([CH3:30])[CH3:29])=[O:15])[CH:10]=2)=[CH:3][CH:2]=1. Given the reactants F[C:2]1[CH:3]=[C:4]([C:9]2[O:13][N:12]=[C:11]([C:14]([N:16]3[CH2:21][C@H:20]([CH2:22][CH:23]([CH3:25])[CH3:24])[NH:19][C:18](=[O:26])[C@@H:17]3[CH2:27][CH:28]([CH3:30])[CH3:29])=[O:15])[CH:10]=2)[CH:5]=[CH:6][C:7]=1F.C([C@@H]1NC[C@H:38](CC(C)C)[NH:37][C:36]1=O)C(C)C.CN(C)C1C=CC(C2ON=C(C(O)=O)C=2)=CC=1, predict the reaction product. (7) The product is: [F:1][C:2]1[CH:3]=[C:4]([C:12]2[C:13]3[CH:20]([CH2:21][C:22]([N:24]4[CH2:27][CH2:28][O:29][CH2:30][CH2:25]4)=[O:23])[CH2:19][CH2:18][C:14]=3[CH:15]=[N:16][CH:17]=2)[CH:5]=[CH:6][C:7]=1[C:8]([F:11])([F:9])[F:10]. Given the reactants [F:1][C:2]1[CH:3]=[C:4]([C:12]2[C:13]3[CH:20]([CH2:21][C:22]([NH:24][CH3:25])=[O:23])[CH2:19][CH2:18][C:14]=3[CH:15]=[N:16][CH:17]=2)[CH:5]=[CH:6][C:7]=1[C:8]([F:11])([F:10])[F:9].N1C[CH2:30][O:29][CH2:28][CH2:27]1, predict the reaction product.